From a dataset of Forward reaction prediction with 1.9M reactions from USPTO patents (1976-2016). Predict the product of the given reaction. Given the reactants [CH3:1][C@@H:2]([CH2:8][CH:9]=[CH2:10])[C@H:3]([S:5]([O-:7])=[O:6])[CH3:4].[Na+].CC([O-])=O.[K+].[NH2:17]OS(O)(=O)=O, predict the reaction product. The product is: [CH3:1][C@@H:2]([CH2:8][CH:9]=[CH2:10])[C@H:3]([S:5]([NH2:17])(=[O:7])=[O:6])[CH3:4].